This data is from Forward reaction prediction with 1.9M reactions from USPTO patents (1976-2016). The task is: Predict the product of the given reaction. (1) The product is: [F:2][C:3]1[CH:4]=[CH:5][C:6]([CH2:9][C:10]([C:12]2[CH:17]=[CH:16][N:15]=[C:14]([NH2:18])[CH:13]=2)=[O:11])=[CH:7][CH:8]=1. Given the reactants Br.[F:2][C:3]1[CH:8]=[CH:7][C:6]([CH2:9][C:10]([C:12]2[CH:17]=[CH:16][N:15]=[C:14]([NH:18]C(=O)C)[CH:13]=2)=[O:11])=[CH:5][CH:4]=1.N, predict the reaction product. (2) The product is: [CH3:15][N:1]1[C:9]2[C:4](=[CH:5][CH:6]=[C:7]([B:10]([OH:12])[OH:11])[CH:8]=2)[CH:3]=[CH:2]1. Given the reactants [NH:1]1[C:9]2[C:4](=[CH:5][CH:6]=[C:7]([B:10]([OH:12])[OH:11])[CH:8]=2)[CH:3]=[CH:2]1.[H-].[Na+].[CH2:15]1COCC1.CI, predict the reaction product. (3) Given the reactants [OH:1][C:2]1[CH:3]=[C:4]([CH:9]=[CH:10][CH:11]=1)[C:5]([O:7][CH3:8])=[O:6].[H-].[Na+].CS(O[CH2:19][CH:20]1[CH2:25][CH2:24][N:23]([C:26]2[CH:31]=[CH:30][C:29]([Br:32])=[CH:28][N:27]=2)[CH2:22][CH2:21]1)(=O)=O.O, predict the reaction product. The product is: [Br:32][C:29]1[CH:30]=[CH:31][C:26]([N:23]2[CH2:24][CH2:25][CH:20]([CH2:19][O:1][C:2]3[CH:3]=[C:4]([CH:9]=[CH:10][CH:11]=3)[C:5]([O:7][CH3:8])=[O:6])[CH2:21][CH2:22]2)=[N:27][CH:28]=1.